From a dataset of Catalyst prediction with 721,799 reactions and 888 catalyst types from USPTO. Predict which catalyst facilitates the given reaction. (1) Reactant: C(OC([N:11]1[CH2:17][CH2:16][C:15](=[O:18])[N:14]([C@H:19]([CH2:31][OH:32])[CH2:20][CH2:21][N:22]2[CH2:29][CH2:28][C:25]3([CH2:27][CH2:26]3)[C@H:24]([OH:30])[CH2:23]2)[CH2:13][CH2:12]1)=O)C1C=CC=CC=1.Cl. Product: [OH:30][C@@H:24]1[CH2:23][N:22]([CH2:21][CH2:20][C@H:19]([N:14]2[C:15](=[O:18])[CH2:16][CH2:17][NH:11][CH2:12][CH2:13]2)[CH2:31][OH:32])[CH2:29][CH2:28][C:25]21[CH2:26][CH2:27]2. The catalyst class is: 45. (2) Reactant: C([Si]([O:8][CH2:9][C:10]1[CH:14]=[C:13]([CH2:15]B2OCC(C)(C)CO2)[O:12][C:11]=1[CH3:24])(C)C)(C)(C)C.BrC1[CH:31]=[CH:30][CH:29]=[C:28]([O:32][CH3:33])[N:27]=1.C(=O)([O-])[O-].[Na+].[Na+].COCCOC. Product: [CH3:33][O:32][C:28]1[N:27]=[C:15]([C:13]2[O:12][C:11]([CH3:24])=[C:10]([CH2:9][OH:8])[CH:14]=2)[CH:31]=[CH:30][CH:29]=1. The catalyst class is: 103. (3) Reactant: [F:1][C:2]1[CH:7]=[CH:6][CH:5]=[CH:4][C:3]=1[CH:8]=[CH:9][C:10]([NH:12][C@H:13]([C:38]([OH:40])=[O:39])[CH2:14][CH2:15][CH2:16][NH:17][C:18](=[NH:37])[NH:19]S(C1C(C)C2CC(C)(C)OC2=C(C)C=1C)(=O)=O)=[O:11].FC(F)(F)C(O)=O. Product: [F:1][C:2]1[CH:7]=[CH:6][CH:5]=[CH:4][C:3]=1[CH:8]=[CH:9][C:10]([NH:12][C@H:13]([C:38]([OH:40])=[O:39])[CH2:14][CH2:15][CH2:16][NH:17][C:18](=[NH:19])[NH2:37])=[O:11]. The catalyst class is: 2. (4) Reactant: N(C(OCC)=O)=NC(OCC)=O.[Cl:13][C:14]1[CH:19]=[CH:18][C:17]([CH:20]([OH:33])[CH2:21][N:22]([CH:30]([CH3:32])[CH3:31])[C:23](=[O:29])[O:24][C:25]([CH3:28])([CH3:27])[CH3:26])=[CH:16][CH:15]=1.[CH3:34][C@H:35]1[C:43]2[C:42]([C:44]3[CH:49]=[CH:48][C:47](O)=[CH:46][CH:45]=3)=[N:41][CH:40]=[N:39][C:38]=2[CH2:37][CH2:36]1.C1(P(C2C=CC=CC=2)C2C=CC=CC=2)C=CC=CC=1. Product: [Cl:13][C:14]1[CH:19]=[CH:18][C:17]([C@@H:20]([O:33][C:47]2[CH:48]=[CH:49][C:44]([C:42]3[C:43]4[CH:35]([CH3:34])[CH2:36][CH2:37][C:38]=4[N:39]=[CH:40][N:41]=3)=[CH:45][CH:46]=2)[CH2:21][N:22]([CH:30]([CH3:31])[CH3:32])[C:23](=[O:29])[O:24][C:25]([CH3:26])([CH3:27])[CH3:28])=[CH:16][CH:15]=1. The catalyst class is: 30. (5) Reactant: [Br:1][C:2]1[CH:7]=[CH:6][C:5]([CH2:8][OH:9])=[CH:4][C:3]=1Cl.[Cr]([Cl:15])([O-])(=O)=O.[NH+]1C=CC=CC=1. Product: [Br:1][C:2]1[CH:7]=[CH:6][C:5]([CH2:8][OH:9])=[C:4]([Cl:15])[CH:3]=1. The catalyst class is: 4. (6) Reactant: F[C:2]1[CH:7]=[CH:6][CH:5]=[C:4]([F:8])[C:3]=1[N+:9]([O-:11])=[O:10].CC(C)([O-])C.[K+].[F:18][C:19]1[CH:20]=[C:21]([CH:23]=[CH:24][CH:25]=1)[NH2:22]. Product: [F:8][C:4]1[C:3]([N+:9]([O-:11])=[O:10])=[C:2]([NH:22][C:21]2[CH:23]=[CH:24][CH:25]=[C:19]([F:18])[CH:20]=2)[CH:7]=[CH:6][CH:5]=1. The catalyst class is: 16.